This data is from Reaction yield outcomes from USPTO patents with 853,638 reactions. The task is: Predict the reaction yield, written as a fraction of the theoretical maximum amount of product (1.0 means a 100% yield; for example, 0.34 means a 34% yield). (1) The reactants are C([O:8][CH2:9][CH:10]1[CH2:14][CH2:13][S:12](=[O:16])(=[O:15])[NH:11]1)C1C=CC=CC=1. The catalyst is C(OC(C)=O)(C)C.[Pd]. The product is [OH:8][CH2:9][CH:10]1[CH2:14][CH2:13][S:12](=[O:16])(=[O:15])[NH:11]1. The yield is 0.670. (2) The reactants are [CH3:1][C:2]1[N:3]=[C:4]([CH:10]([CH3:12])[CH3:11])[NH:5][C:6]=1[C:7]([O-:9])=[O:8].[H-].[Na+].Cl[CH2:16][O:17][CH2:18][CH2:19][Si:20]([CH3:23])([CH3:22])[CH3:21].C(=O)(O)[O-].[Na+].[CH2:29]1COC[CH2:30]1. The catalyst is C(Cl)Cl. The product is [CH3:1][C:2]1[N:3]=[C:4]([CH:10]([CH3:12])[CH3:11])[N:5]([CH2:16][O:17][CH2:18][CH2:19][Si:20]([CH3:23])([CH3:22])[CH3:21])[C:6]=1[C:7]([O:9][CH2:29][CH3:30])=[O:8]. The yield is 0.960.